This data is from Full USPTO retrosynthesis dataset with 1.9M reactions from patents (1976-2016). The task is: Predict the reactants needed to synthesize the given product. (1) Given the product [CH2:1]([C@H:3]1[C@@H:7]([C:8]2[N:13]3[C:14]4[CH:20]=[CH:19][N:18]([S:21]([C:24]5[CH:30]=[CH:29][C:27]([CH3:28])=[CH:26][CH:25]=5)(=[O:22])=[O:23])[C:15]=4[N:16]=[CH:17][C:12]3=[N:11][N:10]=2)[CH2:6][C@@H:5]([NH:31][C:32](=[O:34])[CH3:33])[CH2:4]1)[CH3:2], predict the reactants needed to synthesize it. The reactants are: [CH2:1]([C@H:3]1[C@@H:7]([C:8]([NH:10][NH:11][C:12]2[N:13]=[C:14]3[CH:20]=[CH:19][N:18]([S:21]([C:24]4[CH:30]=[CH:29][C:27]([CH3:28])=[CH:26][CH:25]=4)(=[O:23])=[O:22])[C:15]3=[N:16][CH:17]=2)=O)[CH2:6][C@@H:5]([NH:31][C:32](=[O:34])[CH3:33])[CH2:4]1)[CH3:2].S(Cl)(Cl)=O.C([O-])(O)=O.[Na+].CCOC(C)=O. (2) Given the product [Br:1][C:2]1[C:3]([F:12])=[C:4]2[C:10]([NH:11][C:26]([CH:22]3[O:23][CH2:24][CH2:25][N:20]([C:18]([O:17][C:13]([CH3:16])([CH3:15])[CH3:14])=[O:19])[CH2:21]3)=[O:27])=[CH:9][NH:8][C:5]2=[N:6][CH:7]=1, predict the reactants needed to synthesize it. The reactants are: [Br:1][C:2]1[C:3]([F:12])=[C:4]2[C:10]([NH2:11])=[CH:9][NH:8][C:5]2=[N:6][CH:7]=1.[C:13]([O:17][C:18]([N:20]1[CH2:25][CH2:24][O:23][CH:22]([C:26](O)=[O:27])[CH2:21]1)=[O:19])([CH3:16])([CH3:15])[CH3:14].C1N(P(Cl)(N2C(=O)OCC2)=O)C(=O)OC1.C(N(CC)CC)C.[Li+].[OH-]. (3) Given the product [C:22]([O:21][C:19]([N:6]1[CH2:7][CH2:8][CH:9]([CH2:11][CH2:12][CH:13]([F:15])[F:14])[CH2:10][CH:5]1[C:3]([OH:2])=[O:4])=[O:20])([CH3:25])([CH3:24])[CH3:23], predict the reactants needed to synthesize it. The reactants are: C[O:2][C:3]([C:5]1[CH:10]=[C:9]([CH2:11][CH2:12][CH:13]([F:15])[F:14])[CH:8]=[CH:7][N:6]=1)=[O:4].Cl.[OH-].[Na+].[C:19](O[C:19]([O:21][C:22]([CH3:25])([CH3:24])[CH3:23])=[O:20])([O:21][C:22]([CH3:25])([CH3:24])[CH3:23])=[O:20]. (4) Given the product [CH3:85][C:83]([CH3:86])([S:81]([NH:80][C:76]1([C:73]2[CH:74]=[CH:75][C:70]([NH:69][C:2]3[N:7]=[C:6]([CH2:8][CH2:9][C:10]4[CH:15]=[CH:14][CH:13]=[CH:12][C:11]=4[CH2:16][C:17]([NH2:19])=[O:18])[C:5]([CH3:20])=[CH:4][N:3]=3)=[CH:71][CH:72]=2)[CH2:79][O:78][CH2:77]1)=[O:82])[CH3:84], predict the reactants needed to synthesize it. The reactants are: Cl[C:2]1[N:7]=[C:6]([CH2:8][CH2:9][C:10]2[CH:15]=[CH:14][CH:13]=[CH:12][C:11]=2[CH2:16][C:17]([NH2:19])=[O:18])[C:5]([CH3:20])=[CH:4][N:3]=1.CC1(C)C2C(=C(P(C3C=CC=CC=3)C3C=CC=CC=3)C=CC=2)OC2C(P(C3C=CC=CC=3)C3C=CC=CC=3)=CC=CC1=2.C([O-])([O-])=O.[Cs+].[Cs+].[NH2:69][C:70]1[CH:75]=[CH:74][C:73]([C:76]2([NH:80][S:81]([C:83]([CH3:86])([CH3:85])[CH3:84])=[O:82])[CH2:79][O:78][CH2:77]2)=[CH:72][CH:71]=1.